This data is from Reaction yield outcomes from USPTO patents with 853,638 reactions. The task is: Predict the reaction yield, written as a fraction of the theoretical maximum amount of product (1.0 means a 100% yield; for example, 0.34 means a 34% yield). (1) The reactants are Br[C:2]1[CH:17]=[CH:16][C:5]([CH2:6][CH2:7][NH:8][C:9](=[O:15])[O:10][C:11]([CH3:14])([CH3:13])[CH3:12])=[CH:4][C:3]=1[O:18][C:19]([F:22])([F:21])[F:20].C(=O)([O-])O.[Na+].[CH3:28][N:29](C=O)C. The catalyst is [C-]#N.[Zn+2].[C-]#N.C1C=CC([P]([Pd]([P](C2C=CC=CC=2)(C2C=CC=CC=2)C2C=CC=CC=2)([P](C2C=CC=CC=2)(C2C=CC=CC=2)C2C=CC=CC=2)[P](C2C=CC=CC=2)(C2C=CC=CC=2)C2C=CC=CC=2)(C2C=CC=CC=2)C2C=CC=CC=2)=CC=1. The product is [C:28]([C:2]1[CH:17]=[CH:16][C:5]([CH2:6][CH2:7][NH:8][C:9](=[O:15])[O:10][C:11]([CH3:14])([CH3:13])[CH3:12])=[CH:4][C:3]=1[O:18][C:19]([F:22])([F:21])[F:20])#[N:29]. The yield is 0.380. (2) The reactants are I[CH:2]1[CH:8]2[CH2:9][CH:5]([C:6](=[O:10])[O:7]2)[CH2:4][CH2:3]1.N12CCCN=C1CCCCC2. The catalyst is C1C=CC=CC=1. The product is [CH:5]12[CH2:9][CH:8]([O:7][C:6]1=[O:10])[CH:2]=[CH:3][CH2:4]2. The yield is 0.660. (3) The reactants are [OH:1][C:2]1[CH:7]=[CH:6][C:5]([CH2:8][C:9]([OH:11])=[O:10])=[CH:4][CH:3]=1. The catalyst is C1COCC1. The product is [OH:1][C:2]1[CH:3]=[CH:4][C:5]([CH2:8][C:9]([O:11][C:5]([CH3:8])([CH3:6])[CH3:4])=[O:10])=[CH:6][CH:7]=1. The yield is 0.584. (4) The reactants are [N+:1]([C:4]1[CH:9]=[CH:8][CH:7]=[CH:6][C:5]=1[C:10]1[N:11]=[C:12]2[N:16]([CH:17]=1)[C:15]([CH2:18]O)=[CH:14][S:13]2)([O-:3])=[O:2].S(Cl)([Cl:22])=O. The catalyst is ClCCl.CN(C=O)C. The product is [Cl:22][CH2:18][C:15]1[N:16]2[CH:17]=[C:10]([C:5]3[CH:6]=[CH:7][CH:8]=[CH:9][C:4]=3[N+:1]([O-:3])=[O:2])[N:11]=[C:12]2[S:13][CH:14]=1. The yield is 1.00.